Dataset: Forward reaction prediction with 1.9M reactions from USPTO patents (1976-2016). Task: Predict the product of the given reaction. Given the reactants [O:1]1[CH2:6][CH2:5][N:4]([C:7]2[S:8][C:9]([C:16]([F:19])([F:18])[F:17])=[C:10]([C:12](OC)=[O:13])[N:11]=2)[CH2:3][CH2:2]1.CO.[BH4-].[Li+], predict the reaction product. The product is: [O:1]1[CH2:6][CH2:5][N:4]([C:7]2[S:8][C:9]([C:16]([F:19])([F:17])[F:18])=[C:10]([CH2:12][OH:13])[N:11]=2)[CH2:3][CH2:2]1.